From a dataset of Full USPTO retrosynthesis dataset with 1.9M reactions from patents (1976-2016). Predict the reactants needed to synthesize the given product. (1) Given the product [CH3:51][O:52][N:4]([CH3:3])[C:44]([C:33]1[S:34][C:35]([C:36]2[CH:41]=[CH:40][C:39]([S:42][CH3:43])=[CH:38][CH:37]=2)=[C:31]([C:27]2[CH:28]=[CH:29][CH:30]=[C:25]([C:23]3[CH:24]=[C:15]([C:9]([CH3:10])([S:11]([CH3:14])(=[O:12])=[O:13])[CH3:8])[CH:16]=[C:17]4[C:22]=3[N:21]=[CH:20][CH:19]=[CH:18]4)[CH:26]=2)[N:32]=1)=[O:45], predict the reactants needed to synthesize it. The reactants are: CO[CH2:3][NH2:4].C[Mg]I.[CH3:8][C:9]([C:15]1[CH:16]=[C:17]2[C:22](=[C:23]([C:25]3[CH:26]=[C:27]([C:31]4[N:32]=[C:33]([C:44](OCC)=[O:45])[S:34][C:35]=4[C:36]4[CH:41]=[CH:40][C:39]([S:42][CH3:43])=[CH:38][CH:37]=4)[CH:28]=[CH:29][CH:30]=3)[CH:24]=1)[N:21]=[CH:20][CH:19]=[CH:18]2)([S:11]([CH3:14])(=[O:13])=[O:12])[CH3:10].C1C[O:52][CH2:51]C1. (2) Given the product [OH:28][C:19]1([CH2:12][C:13](=[N:15][OH:16])[CH3:14])[C:20]2[C:25](=[CH:24][CH:23]=[C:22]([CH3:27])[CH:21]=2)[CH2:26][C:18]1([CH3:29])[CH3:17], predict the reactants needed to synthesize it. The reactants are: [Li]CCCC.CCCCCC.[CH3:12][C:13](=[N:15][OH:16])[CH3:14].[CH3:17][C:18]1([CH3:29])[CH2:26][C:25]2[C:20](=[CH:21][C:22]([CH3:27])=[CH:23][CH:24]=2)[C:19]1=[O:28].[Cl-].[NH4+]. (3) Given the product [F:1][C:2]1[CH:29]=[CH:28][C:5]([CH2:6][N:7]2[C:15]3[C:10](=[CH:11][C:12](/[CH:16]=[C:17]4/[C:18](=[O:27])[N:19]([CH2:23][C:24]([NH:38][S:35]([CH3:34])(=[O:37])=[O:36])=[O:25])[C:20](=[O:22])[S:21]/4)=[CH:13][CH:14]=3)[CH:9]=[N:8]2)=[C:4]([C:30]([F:32])([F:33])[F:31])[CH:3]=1, predict the reactants needed to synthesize it. The reactants are: [F:1][C:2]1[CH:29]=[CH:28][C:5]([CH2:6][N:7]2[C:15]3[C:10](=[CH:11][C:12](/[CH:16]=[C:17]4/[C:18](=[O:27])[N:19]([CH2:23][C:24](O)=[O:25])[C:20](=[O:22])[S:21]/4)=[CH:13][CH:14]=3)[CH:9]=[N:8]2)=[C:4]([C:30]([F:33])([F:32])[F:31])[CH:3]=1.[CH3:34][S:35]([NH2:38])(=[O:37])=[O:36]. (4) Given the product [CH:13]1([CH:16]([OH:53])[CH2:17][O:18][C@H:19]2[CH2:20][CH2:21][C@H:22]([N:25]3[C:30](=[O:31])[C:29]([CH2:32][C:33]4[CH:34]=[CH:35][C:36]([C:39]5[CH:44]=[CH:43][CH:42]=[CH:41][C:40]=5[C:45]5[NH:3][C:4](=[O:7])[O:5][N:46]=5)=[CH:37][CH:38]=4)=[C:28]([CH2:47][CH2:48][CH3:49])[N:27]4[N:50]=[CH:51][CH:52]=[C:26]34)[CH2:23][CH2:24]2)[CH2:14][CH2:15]1, predict the reactants needed to synthesize it. The reactants are: [Cl-].O[NH3+:3].[C:4](=[O:7])([O-])[OH:5].[Na+].CS(C)=O.[CH:13]1([CH:16]([OH:53])[CH2:17][O:18][C@H:19]2[CH2:24][CH2:23][C@H:22]([N:25]3[C:30](=[O:31])[C:29]([CH2:32][C:33]4[CH:38]=[CH:37][C:36]([C:39]5[C:40]([C:45]#[N:46])=[CH:41][CH:42]=[CH:43][CH:44]=5)=[CH:35][CH:34]=4)=[C:28]([CH2:47][CH2:48][CH3:49])[N:27]4[N:50]=[CH:51][CH:52]=[C:26]34)[CH2:21][CH2:20]2)[CH2:15][CH2:14]1. (5) Given the product [C:22]([C:26]1[CH:30]=[C:29]([NH:31][C:32]([NH:34][C:35]2[C:44]3[C:39](=[CH:40][CH:41]=[CH:42][CH:43]=3)[C:38]([O:45][C:46]3[CH:51]=[CH:50][N:49]=[C:48]([NH:6][C:5]4[CH:7]=[C:8]([O:9][CH2:10][CH2:11][O:12][CH2:13][CH2:14][O:15][CH2:16][CH2:17][O:18][CH3:19])[C:2]([Cl:1])=[C:3]([O:20][CH3:21])[CH:4]=4)[N:47]=3)=[CH:37][CH:36]=2)=[O:33])[N:28]([C:53]2[CH:58]=[CH:57][C:56]([CH3:59])=[CH:55][CH:54]=2)[N:27]=1)([CH3:25])([CH3:24])[CH3:23], predict the reactants needed to synthesize it. The reactants are: [Cl:1][C:2]1[C:8]([O:9][CH2:10][CH2:11][O:12][CH2:13][CH2:14][O:15][CH2:16][CH2:17][O:18][CH3:19])=[CH:7][C:5]([NH2:6])=[CH:4][C:3]=1[O:20][CH3:21].[C:22]([C:26]1[CH:30]=[C:29]([NH:31][C:32]([NH:34][C:35]2[C:44]3[C:39](=[CH:40][CH:41]=[CH:42][CH:43]=3)[C:38]([O:45][C:46]3[CH:51]=[CH:50][N:49]=[C:48](Cl)[N:47]=3)=[CH:37][CH:36]=2)=[O:33])[N:28]([C:53]2[CH:58]=[CH:57][C:56]([CH3:59])=[CH:55][CH:54]=2)[N:27]=1)([CH3:25])([CH3:24])[CH3:23].C([O-])(O)=O.[Na+]. (6) Given the product [CH:23]1([O:28][C:2]2[C:11]3[C:6](=[CH:7][C:8]([O:14][CH3:15])=[C:9]([O:12][CH3:13])[CH:10]=3)[CH:5]=[C:4]([NH:16][C:17]3[CH:21]=[C:20]([CH3:22])[NH:19][N:18]=3)[N:3]=2)[CH2:27][CH2:26][CH2:25][CH2:24]1, predict the reactants needed to synthesize it. The reactants are: Cl[C:2]1[C:11]2[C:6](=[CH:7][C:8]([O:14][CH3:15])=[C:9]([O:12][CH3:13])[CH:10]=2)[CH:5]=[C:4]([NH:16][C:17]2[CH:21]=[C:20]([CH3:22])[NH:19][N:18]=2)[N:3]=1.[CH:23]1([OH:28])[CH2:27][CH2:26][CH2:25][CH2:24]1.